Dataset: Experimentally validated miRNA-target interactions with 360,000+ pairs, plus equal number of negative samples. Task: Binary Classification. Given a miRNA mature sequence and a target amino acid sequence, predict their likelihood of interaction. (1) The miRNA is hsa-miR-338-3p with sequence UCCAGCAUCAGUGAUUUUGUUG. The protein sequence of the target gene is MAGILAWFWNERFWLPHNVTWADLKNTEEATFPQAEDLYLAFPLAFCIFMVRLIFERFVAKPCAIALNIQANGPQIAPPNAILEKVFTAITKHPDEKRLEGLSKQLDWDVRSIQRWFRQRRNQEKPSTLTRFCESMWRFSFYLYVFTYGVRFLKKTPWLWNTRHCWYNYPYQPLTTDLHYYYILELSFYWSLMFSQFTDIKRKDFGIMFLHHLVSIFLITFSYVNNMARVGTLVLCLHDSADALLEAAKMANYAKFQKMCDLLFVMFAVVFITTRLGIFPLWVLNTTLFESWEIVGPYPS.... Result: 0 (no interaction). (2) The miRNA is hsa-miR-3160-3p with sequence AGAGCUGAGACUAGAAAGCCCA. The protein sequence of the target gene is MESCSVAQAGVLTSPFMWRWTGMAGALSALDNTIEDDADDQLPCGEGRPGWVRGELLGSQGVCKDSKDLFVPTSSSLYGCFCVGLVSGMAISVLLLASDFRKLDFSRPEPCFEKEASLWFVAQH. Result: 1 (interaction). (3) The protein sequence of the target gene is MDDVPAPTPAPAPPAAAAPRVPFHCSECGKSFRYRSDLRRHFARHTALKPHACPRCGKGFKHSFNLANHLRSHTGERPYRCSACPKGFRDSTGLLHHQVVHTGEKPYCCLVCELRFSSRSSLGRHLKRQHRGVLPSPLQPGPGLPALSAPCSVCCNVGPCSVCGGSGAGGGEGPEGAGAGLGSWGLAEAAAAAAASLPPFACGACARRFDHGRELAAHWAAHTDVKPFKCPRCERDFNAPALLERHKLTHDLQGPGAPPAQAWAAGPGAGPETAGEGTAAEAGDAPLASDRRLLLGPAGG.... The miRNA is hsa-miR-335-5p with sequence UCAAGAGCAAUAACGAAAAAUGU. Result: 1 (interaction). (4) The miRNA is hsa-miR-328-3p with sequence CUGGCCCUCUCUGCCCUUCCGU. The protein sequence of the target gene is MEFQAVVMAVGGGSRMTDLTSSIPKPLLPVGNKPLIWYPLNLLERVGFEEVIVVTTRDVQKALCAEFKMKMKPDIVCIPDDADMGTADSLRYIYPKLKTDVLVLSCDLITDVALHEVVDLFRAYDASLAMLMRKGQDSIEPVPGQKGKKKAVEQRDFIGVDSTGKRLLFMANEADLDEELVIKGSILQKHPRIRFHTGLVDAHLYCLKKYIVDFLMENGSITSIRSELIPYLVRKQFSSASSQQGQEEKEEDLKKKELKSLDIYSFIKEANTLNLAPYDACWNACRGDRWEDLSRSQVRC.... Result: 0 (no interaction). (5) The miRNA is hsa-miR-548bb-3p with sequence CAAAAACCAUAGUUACUUUUGC. The protein sequence of the target gene is MASGAQLPPQPSSSEVSAVQSPGGRPGAGLEETALGVPLPPSPGEAPLPRSNRSRCPGTRQPGAASLHAASAAVPVRPRRGTAPAGKTADAVPAAAPEQAPRPAPQSRKPRNLEGDLDERRLLCHLQLAQDREARLWRGGKPQDEICDAFEEVVLWLLRLQNTFYFSQSTFNLALTIFGRLLISVKVKEKYLHCATITSLRLAAKVNEEEEFIPQVKDFTKHYGSDYSPNELLRMELAILDRLHWDLYIGTPLDFLTIFHALVVLSWPHVLELLPQRNPSLHVASLTRQLQHCMAGHQLL.... Result: 1 (interaction). (6) The miRNA is hsa-miR-30e-5p with sequence UGUAAACAUCCUUGACUGGAAG. The protein sequence of the target gene is MAGSSAEQAADYRSILSISDEAARVQALDQHLSTRSYIQGYSLSQADVDVFRQLSAPPADSRLFHVARWFRHIEALLGGPQGRDEPCRLQASKGRRVQPQWSPPAGTEPCRLRLYNSLTRNKDVFIPQDGKKVTWYCCGPTVYDASHMGHARSYISFDILRRVLRDYFQYDVFYCMNITDIDDKIIRRARQNYLFEQYREQKPPATQLLKDVRDAMKPFSVKLSETTDPDKRQMLERIQNSVKLATEPLEQAVRSSLSGEEVDSKVQVLLEEAKDLLSDWLDSTGGSEVTDNSIFSKLPK.... Result: 0 (no interaction). (7) The miRNA is hsa-miR-6798-3p with sequence CUACCCCCCAUCCCCCUGUAG. The protein sequence of the target gene is MENEPDHENVEQSLCAKTSEEELNKSFNLEASLSKFSYIDMDKELEFKNDLIDDKEFDIPQVDTPPTLESILNETDDEDESFILEDPTLLNIDTIDSHSYDTSSVASSDSGDRTNLKRKKKLPDSFSLHGSVMRHSLLKGISAQIVSAADKVDAGLPTAIAVSSLIAVGTSHGLALIFGKDQNQALRLCLGSTSVGGQYGAISALSINNDCSRLLCGFAKGQITMWDLASGKLLRSITDAHPPGTAILHIKFTDDPTLAICNDSGGSVFELTFKRVMGVRTCESRCLFSGSKGEVCCIEP.... Result: 0 (no interaction).